From a dataset of Catalyst prediction with 721,799 reactions and 888 catalyst types from USPTO. Predict which catalyst facilitates the given reaction. (1) Reactant: [C:1]([Br:5])(Br)(Br)Br.C1(P(C2C=CC=CC=2)C2C=CC=CC=2)C=CC=CC=1.[CH3:25][O:26][C:27]1[CH:28]=[C:29](CO)[CH:30]=[CH:31][C:32]=1[N+:33]([O-:35])=[O:34]. Product: [Br:5][CH2:1][C:29]1[CH:30]=[CH:31][C:32]([N+:33]([O-:35])=[O:34])=[C:27]([O:26][CH3:25])[CH:28]=1. The catalyst class is: 1. (2) Reactant: Br[C:2]1[CH:3]=[N:4][CH:5]=[C:6]2[C:11]=1[N:10]=[C:9]([C:12]([NH2:14])=[O:13])[CH:8]=[CH:7]2.[O:15]1[C:19]2[CH:20]=[CH:21][C:22](B(O)O)=[CH:23][C:18]=2[O:17][CH2:16]1.C(=O)([O-])[O-].[Cs+].[Cs+]. Product: [O:15]1[C:19]2[CH:20]=[CH:21][C:22]([C:2]3[CH:3]=[N:4][CH:5]=[C:6]4[C:11]=3[N:10]=[C:9]([C:12]([NH2:14])=[O:13])[CH:8]=[CH:7]4)=[CH:23][C:18]=2[O:17][CH2:16]1. The catalyst class is: 688. (3) Product: [OH:57][CH2:56][CH:55]([NH:54][C:34]([C:22]1[CH:21]=[C:20]([C:14]2[CH:15]=[CH:16][C:17]([CH3:19])=[CH:18][C:13]=2[F:12])[CH:25]=[C:24]([C:26]2[N:27]([CH:31]([CH3:33])[CH3:32])[N:28]=[CH:29][CH:30]=2)[CH:23]=1)=[O:35])[CH3:58]. Reactant: CCN=C=NCCCN(C)C.[F:12][C:13]1[CH:18]=[C:17]([CH3:19])[CH:16]=[CH:15][C:14]=1[C:20]1[CH:25]=[C:24]([C:26]2[N:27]([CH:31]([CH3:33])[CH3:32])[N:28]=[CH:29][CH:30]=2)[CH:23]=[C:22]([C:34](O)=[O:35])[CH:21]=1.C1C=CC2N(O)N=NC=2C=1.CN1C(=O)CCC1.[NH2:54][CH:55]([CH3:58])[CH2:56][OH:57]. The catalyst class is: 2.